This data is from Forward reaction prediction with 1.9M reactions from USPTO patents (1976-2016). The task is: Predict the product of the given reaction. The product is: [CH3:28][C:19]1[CH:18]=[C:17]([O:6][S:3]([C:2]([F:15])([F:14])[F:1])(=[O:5])=[O:4])[C:26]([CH3:27])=[CH:25][C:20]=1[C:21]([O:23][CH3:24])=[O:22]. Given the reactants [F:1][C:2]([F:15])([F:14])[S:3]([O:6]S(C(F)(F)F)(=O)=O)(=[O:5])=[O:4].O[C:17]1[C:26]([CH3:27])=[CH:25][C:20]([C:21]([O:23][CH3:24])=[O:22])=[C:19]([CH3:28])[CH:18]=1.N1C=CC=CC=1.Cl, predict the reaction product.